This data is from Peptide-MHC class I binding affinity with 185,985 pairs from IEDB/IMGT. The task is: Regression. Given a peptide amino acid sequence and an MHC pseudo amino acid sequence, predict their binding affinity value. This is MHC class I binding data. (1) The peptide sequence is SIISLFYTF. The MHC is HLA-B15:01 with pseudo-sequence HLA-B15:01. The binding affinity (normalized) is 0.970. (2) The peptide sequence is ILAKYRKSV. The MHC is HLA-A02:06 with pseudo-sequence HLA-A02:06. The binding affinity (normalized) is 0.300.